From a dataset of Retrosynthesis with 50K atom-mapped reactions and 10 reaction types from USPTO. Predict the reactants needed to synthesize the given product. (1) Given the product COc1ccc(C#N)c(F)c1, predict the reactants needed to synthesize it. The reactants are: CI.N#Cc1ccc(O)cc1F. (2) The reactants are: CC(C)(O)c1ccccc1.O=[N+]([O-])c1cc(O)ccc1Cl. Given the product CC(C)(Oc1ccc(Cl)c([N+](=O)[O-])c1)c1ccccc1, predict the reactants needed to synthesize it. (3) Given the product Cc1ccc(C#N)c(C)c1CO, predict the reactants needed to synthesize it. The reactants are: Cc1ccc(C#N)c(C)c1C(=O)O. (4) The reactants are: C=O.COC(=O)c1cc(C2CNC2)cc(N(C)C2CCOCC2)c1C. Given the product COC(=O)c1cc(C2CN(C)C2)cc(N(C)C2CCOCC2)c1C, predict the reactants needed to synthesize it.